This data is from Peptide-MHC class II binding affinity with 134,281 pairs from IEDB. The task is: Regression. Given a peptide amino acid sequence and an MHC pseudo amino acid sequence, predict their binding affinity value. This is MHC class II binding data. (1) The peptide sequence is ESATILMTATPPGTS. The MHC is DRB1_0801 with pseudo-sequence DRB1_0801. The binding affinity (normalized) is 0.449. (2) The peptide sequence is KKLLCDIGESSSSSVTE. The MHC is DRB3_0301 with pseudo-sequence DRB3_0301. The binding affinity (normalized) is 0.703. (3) The peptide sequence is GELQMVDKIDAAFKI. The MHC is DRB1_0701 with pseudo-sequence DRB1_0701. The binding affinity (normalized) is 0.677. (4) The peptide sequence is DAFVTALTEALRV. The MHC is DRB1_0701 with pseudo-sequence DRB1_0701. The binding affinity (normalized) is 0.659. (5) The peptide sequence is YLTFLPSADEIYDCKV. The MHC is HLA-DPA10201-DPB10101 with pseudo-sequence HLA-DPA10201-DPB10101. The binding affinity (normalized) is 0.135. (6) The peptide sequence is GELQIVDKIDAACKI. The MHC is DRB1_1101 with pseudo-sequence DRB1_1101. The binding affinity (normalized) is 0.560. (7) The peptide sequence is QRPLVTIKIGGQLKE. The MHC is H-2-IAb with pseudo-sequence H-2-IAb. The binding affinity (normalized) is 0.267. (8) The peptide sequence is YVNQHLAGSHLVEAL. The MHC is HLA-DQA10101-DQB10501 with pseudo-sequence HLA-DQA10101-DQB10501. The binding affinity (normalized) is 0.